This data is from Forward reaction prediction with 1.9M reactions from USPTO patents (1976-2016). The task is: Predict the product of the given reaction. Given the reactants [C:1]1([C:7]2([CH3:19])[C:12](=[O:13])[N:11]([CH2:14][CH2:15][CH3:16])[C:10](=[O:17])[NH:9][C:8]2=[O:18])[CH2:6][CH2:5][CH2:4][CH2:3][CH:2]=1.Br.Br[CH2:22][C:23]([C:25]1[CH:26]=[N:27][CH:28]=[CH:29][CH:30]=1)=[O:24], predict the reaction product. The product is: [C:1]1([C:7]2([CH3:19])[C:8](=[O:18])[N:9]([CH2:22][C:23](=[O:24])[C:25]3[CH:26]=[N:27][CH:28]=[CH:29][CH:30]=3)[C:10](=[O:17])[N:11]([CH2:14][CH2:15][CH3:16])[C:12]2=[O:13])[CH2:6][CH2:5][CH2:4][CH2:3][CH:2]=1.